From a dataset of Experimentally validated miRNA-target interactions with 360,000+ pairs, plus equal number of negative samples. Binary Classification. Given a miRNA mature sequence and a target amino acid sequence, predict their likelihood of interaction. The miRNA is hsa-miR-20b-5p with sequence CAAAGUGCUCAUAGUGCAGGUAG. Result: 1 (interaction). The protein sequence of the target gene is MDLKTAVFNAARDGKLRLLTKLLASKSKEEVSSLISEKTNGATPLLMAARYGHLDMVEFLLEQCSASIEVGGSVNFDGETIEGAPPLWAASAAGHLKVVQSLLNHGASVNNTTLTNSTPLRAACFDGHLEIVKYLVEHKADLEVSNRHGHTCLMISCYKGHKEIAQYLLEKGADVNRKSVKGNTALHDCAESGSLDIMKMLLMYCAKMEKDGYGMTPLLSASVTGHTNIVDFLTHHAQTSKTERINALELLGATFVDKKRDLLGALKYWKKAMNMRYSDRTNIISKPVPQTLIMAYDYAK....